Dataset: Cav3 T-type calcium channel HTS with 100,875 compounds. Task: Binary Classification. Given a drug SMILES string, predict its activity (active/inactive) in a high-throughput screening assay against a specified biological target. The drug is Fc1ccc(C(=O)NCC(=O)Nc2c(OC)cccc2)cc1. The result is 0 (inactive).